Task: Predict which catalyst facilitates the given reaction.. Dataset: Catalyst prediction with 721,799 reactions and 888 catalyst types from USPTO (1) Reactant: [N-:1]=[N+:2]=[N-:3].[Na+].Br[CH2:6][C:7]1[CH:16]=[CH:15][C:14]([Cl:17])=[CH:13][C:8]=1[C:9]([O:11][CH3:12])=[O:10]. Product: [N:1]([CH2:6][C:7]1[CH:16]=[CH:15][C:14]([Cl:17])=[CH:13][C:8]=1[C:9]([O:11][CH3:12])=[O:10])=[N+:2]=[N-:3]. The catalyst class is: 3. (2) Reactant: [CH2:1]([C@@:4]1([CH3:31])[CH2:9][C@H:8]([C:10]2[CH:15]=[CH:14][CH:13]=[C:12]([Cl:16])[CH:11]=2)[C@@H:7]([C:17]2[CH:22]=[CH:21][C:20]([Cl:23])=[CH:19][CH:18]=2)[N:6]([C@@H:24]([CH:27]([CH3:29])[CH3:28])[CH2:25]O)[C:5]1=[O:30])[CH:2]=[CH2:3].O.[CH3:33][C:34]1[CH:39]=[CH:38][C:37]([S:40]([OH:43])(=[O:42])=[O:41])=[CH:36][CH:35]=1. Product: [CH3:33][C:34]1[CH:35]=[CH:36][C:37]([S:40]([O-:43])(=[O:42])=[O:41])=[CH:38][CH:39]=1.[CH2:1]([C@@:4]1([CH3:31])[CH2:9][C@H:8]([C:10]2[CH:15]=[CH:14][CH:13]=[C:12]([Cl:16])[CH:11]=2)[C@@H:7]([C:17]2[CH:22]=[CH:21][C:20]([Cl:23])=[CH:19][CH:18]=2)[N+:6]2[C@@H:24]([CH:27]([CH3:29])[CH3:28])[CH2:25][O:30][C:5]1=2)[CH:2]=[CH2:3]. The catalyst class is: 11. (3) Reactant: [F:1][C:2]1([F:21])[CH:7]([O:8][C:9]2[C:14]([C:15]3[CH:20]=[CH:19][N:18]=[CH:17][CH:16]=3)=[N:13][CH:12]=[CH:11][N:10]=2)[CH2:6][CH2:5][NH:4][CH2:3]1.C(=O)([O-])[O-].[K+].[K+].Cl[CH2:29][C:30]([N:32]([CH3:34])[CH3:33])=[O:31].C(=O)([O-])O.[Na+]. Product: [F:21][C:2]1([F:1])[CH:7]([O:8][C:9]2[C:14]([C:15]3[CH:20]=[CH:19][N:18]=[CH:17][CH:16]=3)=[N:13][CH:12]=[CH:11][N:10]=2)[CH2:6][CH2:5][N:4]([CH2:29][C:30]([N:32]([CH3:34])[CH3:33])=[O:31])[CH2:3]1. The catalyst class is: 1. (4) Reactant: [CH2:1]([NH2:4])[CH:2]=[CH2:3].[Cl:5][C:6]1[N:7]=[C:8]([NH:16][CH:17]2[CH2:22][CH2:21][CH2:20][CH2:19][CH2:18]2)[C:9]2[S:14][CH:13]=[C:12]([CH3:15])[C:10]=2[N:11]=1. Product: [ClH:5].[CH2:1]([NH:4][C:6]1[N:7]=[C:8]([NH:16][CH:17]2[CH2:18][CH2:19][CH2:20][CH2:21][CH2:22]2)[C:9]2[S:14][CH:13]=[C:12]([CH3:15])[C:10]=2[N:11]=1)[CH:2]=[CH2:3]. The catalyst class is: 6.